This data is from Full USPTO retrosynthesis dataset with 1.9M reactions from patents (1976-2016). The task is: Predict the reactants needed to synthesize the given product. (1) Given the product [Br:21][C:16]1[CH:15]=[C:14]2[C:19]([C:20]3[C:8]([C:4]4[CH:5]=[CH:6][CH:7]=[C:2]([N:1]5[C:30](=[O:29])[C:31]6[C:32](=[CH:33][CH:34]=[CH:35][CH:36]=6)[N:27]=[CH:28]5)[C:3]=4[CH3:26])=[C:9]([CH3:25])[N:10]=[C:11]([C:22]([NH2:24])=[O:23])[C:12]=3[NH:13]2)=[CH:18][CH:17]=1, predict the reactants needed to synthesize it. The reactants are: [NH2:1][C:2]1[C:3]([CH3:26])=[C:4]([C:8]2[C:20]3[C:19]4[C:14](=[CH:15][C:16]([Br:21])=[CH:17][CH:18]=4)[NH:13][C:12]=3[C:11]([C:22]([NH2:24])=[O:23])=[N:10][C:9]=2[CH3:25])[CH:5]=[CH:6][CH:7]=1.[NH:27]1[C:32]2[CH:33]=[CH:34][CH:35]=[CH:36][C:31]=2[C:30](=O)[O:29][C:28]1=O.[N+](O[La](O[N+]([O-])=O)O[N+]([O-])=O)([O-])=O.COC(OC)OC. (2) Given the product [NH2:1][C:4]1[CH:9]=[CH:8][C:7]([C@H:10]2[N:14]3[C@@H:13]([CH2:18][CH2:17][CH2:16][CH2:15]3)[CH2:12][CH2:11]2)=[CH:6][CH:5]=1, predict the reactants needed to synthesize it. The reactants are: [N+:1]([C:4]1[CH:9]=[CH:8][C:7]([C:10](=O)[CH:11]=[CH:12][C:13]2[CH:18]=[CH:17][CH:16]=[CH:15][N:14]=2)=[CH:6][CH:5]=1)([O-])=O. (3) Given the product [CH3:1][O:2][C:3]1[CH:4]=[C:5]([CH:9]([CH3:14])[C:10]#[N:11])[CH:6]=[CH:7][CH:8]=1, predict the reactants needed to synthesize it. The reactants are: [CH3:1][O:2][C:3]1[CH:4]=[C:5]([CH2:9][C:10]#[N:11])[CH:6]=[CH:7][CH:8]=1.IC.[CH3:14][Si]([N-][Si](C)(C)C)(C)C.[Na+]. (4) Given the product [Cl:1][C:2]1[CH:7]=[C:6]([CH3:8])[CH:5]=[CH:4][C:3]=1[NH:9][C:10]([C@H:12]([CH2:20][C:21]1[C:25]([CH:26]2[CH2:28][CH2:27]2)=[C:24]([CH:29]2[CH2:32][CH:31]([CH2:33][C:34]([CH3:37])([CH3:36])[CH3:35])[CH2:30]2)[O:23][N:22]=1)[CH2:13][CH2:14][C:15]([OH:17])=[O:16])=[O:11], predict the reactants needed to synthesize it. The reactants are: [Cl:1][C:2]1[CH:7]=[C:6]([CH3:8])[CH:5]=[CH:4][C:3]=1[NH:9][C:10]([C@H:12]([CH2:20][C:21]1[C:25]([CH:26]2[CH2:28][CH2:27]2)=[C:24]([CH:29]2[CH2:32][CH:31]([CH2:33][C:34]([CH3:37])([CH3:36])[CH3:35])[CH2:30]2)[O:23][N:22]=1)[CH2:13][CH2:14][C:15]([O:17]CC)=[O:16])=[O:11].CO.[OH-].[Na+].Cl. (5) The reactants are: Br[C:2]1[CH:3]=[C:4]([NH:9][CH2:10][CH:11]2[CH2:16][CH2:15][O:14][CH2:13][CH2:12]2)[C:5]([Cl:8])=[N:6][CH:7]=1.C([O-])([O-])=O.[Na+].[Na+].[Cl:23][C:24]1[C:25](B(O)O)=[CH:26][C:27]([F:30])=[N:28][CH:29]=1.C(Cl)Cl. Given the product [Cl:23][C:24]1[C:25]([C:2]2[CH:7]=[N:6][C:5]([Cl:8])=[C:4]([NH:9][CH2:10][CH:11]3[CH2:16][CH2:15][O:14][CH2:13][CH2:12]3)[CH:3]=2)=[CH:26][C:27]([F:30])=[N:28][CH:29]=1, predict the reactants needed to synthesize it. (6) Given the product [Cl:90][C:91]1[CH:96]=[CH:95][C:94]([CH2:97][NH:98][C:37](=[O:38])[CH2:36][C@@H:24]2[CH2:23][CH:22]=[CH:21][CH2:20][C@H:19]([NH:18][C:16](=[O:17])[O:15][CH2:14][CH:12]3[C:11]4[CH:10]=[CH:9][CH:8]=[CH:7][C:6]=4[C:5]4[C:13]3=[CH:1][CH:2]=[CH:3][CH:4]=4)[C:30](=[O:31])[O:29][CH2:28][C@@H:27]3[CH2:32][CH2:33][CH2:34][N:26]3[C:25]2=[O:35])=[CH:93][CH:92]=1, predict the reactants needed to synthesize it. The reactants are: [CH:1]1[C:13]2[CH:12]([CH2:14][O:15][C:16]([NH:18][C@@H:19]3[C:30](=[O:31])[O:29][CH2:28][C@@H:27]4[CH2:32][CH2:33][CH2:34][N:26]4[C:25](=[O:35])[C@H:24]([CH2:36][C:37](OC(C)(C)C)=[O:38])[CH2:23][CH:22]=[CH:21][CH2:20]3)=[O:17])[C:11]3[C:6](=[CH:7][CH:8]=[CH:9][CH:10]=3)[C:5]=2[CH:4]=[CH:3][CH:2]=1.FC(F)(F)C(O)=O.C1C2C(COC(N[C@@H]3C(=O)OC[C@@H]4CCCN4C(=O)[C@H](CC(O)=O)CC=CC3)=O)C3C(=CC=CC=3)C=2C=CC=1.[Cl:90][C:91]1[CH:96]=[CH:95][C:94]([CH2:97][NH2:98])=[CH:93][CH:92]=1. (7) Given the product [Cl:11][C:10]1[CH:9]=[CH:8][CH:7]=[C:3]2[C:2]=1[N:1]=[C:15]([CH3:16])[N:22]([CH:23]1[CH2:28][CH2:27][C:26](=[O:29])[NH:25][C:24]1=[O:30])[C:4]2=[O:6], predict the reactants needed to synthesize it. The reactants are: [NH2:1][C:2]1[C:10]([Cl:11])=[CH:9][CH:8]=[CH:7][C:3]=1[C:4]([OH:6])=O.N1[CH:16]=[CH:15]N=C1.C(Cl)(=O)C.Cl.[NH2:22][CH:23]1[CH2:28][CH2:27][C:26](=[O:29])[NH:25][C:24]1=[O:30].P(OC1C=CC=CC=1)(OC1C=CC=CC=1)OC1C=CC=CC=1. (8) Given the product [NH2:14][C:17]1[CH:18]=[C:19]2[C:23](=[CH:24][CH:25]=1)[CH2:22][CH:21]([N:11]1[CH2:10][CH2:9][N:8]([C:1]([O:3][C:4]([CH3:7])([CH3:6])[CH3:5])=[O:2])[CH2:13][CH2:12]1)[CH2:20]2, predict the reactants needed to synthesize it. The reactants are: [C:1]([N:8]1[CH2:13][CH2:12][NH:11][CH2:10][CH2:9]1)([O:3][C:4]([CH3:7])([CH3:6])[CH3:5])=[O:2].[N+:14]([C:17]1[CH:18]=[C:19]2[C:23](=[CH:24][CH:25]=1)[CH2:22][CH:21]=[CH:20]2)([O-])=O. (9) Given the product [CH:36]1([C@@H:34]([NH:33][C:32]([C:31]2[C:30]3[C:25](=[CH:26][CH:27]=[C:28]([F:43])[CH:29]=3)[N:24]=[C:23]([C:44]3[CH:45]=[CH:46][CH:47]=[CH:48][CH:49]=3)[C:22]=2[CH2:21][N:18]2[CH2:17][CH2:16][NH:15][CH2:20][CH2:19]2)=[O:42])[CH3:35])[CH2:41][CH2:40][CH2:39][CH2:38][CH2:37]1, predict the reactants needed to synthesize it. The reactants are: C(O)(C(F)(F)F)=O.C(OC([N:15]1[CH2:20][CH2:19][N:18]([CH2:21][C:22]2[C:23]([C:44]3[CH:49]=[CH:48][CH:47]=[CH:46][CH:45]=3)=[N:24][C:25]3[C:30]([C:31]=2[C:32](=[O:42])[NH:33][C@H:34]([CH:36]2[CH2:41][CH2:40][CH2:39][CH2:38][CH2:37]2)[CH3:35])=[CH:29][C:28]([F:43])=[CH:27][CH:26]=3)[CH2:17][CH2:16]1)=O)(C)(C)C. (10) Given the product [Br:1][CH2:2][CH2:3][CH2:4][CH2:5][CH2:6][CH2:7][CH2:8][CH2:9][O:10][C:11]1[CH:16]=[CH:15][CH:14]=[C:13]([F:18])[CH:12]=1, predict the reactants needed to synthesize it. The reactants are: [Br:1][CH2:2][CH2:3][CH2:4][CH2:5][CH2:6][CH2:7][CH2:8][CH2:9][O:10][C:11]1[CH:16]=[CH:15][CH:14]=[C:13](C)[CH:12]=1.[F:18]C1C=C(O)C=CC=1.BrCCCCCCCCBr.C([O-])([O-])=O.[K+].[K+].